This data is from Forward reaction prediction with 1.9M reactions from USPTO patents (1976-2016). The task is: Predict the product of the given reaction. (1) Given the reactants [C:1]([N:5]1[CH:9]=[C:8]([C:10]([O:12]CC)=[O:11])[C:7]([CH2:15][C:16]2[C:21]([CH3:22])=[CH:20][C:19]([CH3:23])=[CH:18][C:17]=2[CH3:24])=[N:6]1)([CH3:4])([CH3:3])[CH3:2].O[Li].O, predict the reaction product. The product is: [C:1]([N:5]1[CH:9]=[C:8]([C:10]([OH:12])=[O:11])[C:7]([CH2:15][C:16]2[C:17]([CH3:24])=[CH:18][C:19]([CH3:23])=[CH:20][C:21]=2[CH3:22])=[N:6]1)([CH3:4])([CH3:3])[CH3:2]. (2) Given the reactants [NH2:1][C:2]1[CH:3]=[C:4]([OH:8])[CH:5]=[CH:6][CH:7]=1.N1C=CN=C1.[CH3:14][C:15]([Si:18](Cl)([CH3:20])[CH3:19])([CH3:17])[CH3:16], predict the reaction product. The product is: [Si:18]([O:8][C:4]1[CH:3]=[C:2]([CH:7]=[CH:6][CH:5]=1)[NH2:1])([C:15]([CH3:17])([CH3:16])[CH3:14])([CH3:20])[CH3:19]. (3) Given the reactants [OH:1]OS([O-])=O.[K+].[CH3:7][N:8]1[C:12]([C:13]#[C:14][C:15]2[CH:20]=[CH:19][N:18]=[C:17]([S:21][CH3:22])[N:16]=2)=[C:11]([C:23]2[CH:28]=[CH:27][CH:26]=[CH:25][CH:24]=2)[N:10]=[CH:9]1.[OH2:29], predict the reaction product. The product is: [CH3:7][N:8]1[C:12]([C:13]#[C:14][C:15]2[CH:20]=[CH:19][N:18]=[C:17]([S:21]([CH3:22])(=[O:1])=[O:29])[N:16]=2)=[C:11]([C:23]2[CH:28]=[CH:27][CH:26]=[CH:25][CH:24]=2)[N:10]=[CH:9]1. (4) Given the reactants O1CCCC1.[CH:6]([OH:9])([CH3:8])[CH3:7].[H-].[Na+].[Br:12][C:13]1[N:30]([CH2:31][O:32][CH2:33][CH2:34][Si:35]([CH3:38])([CH3:37])[CH3:36])[C:16]2[CH:17]=[N:18][N:19]([CH2:22][O:23][CH2:24][CH2:25][Si:26]([CH3:29])([CH3:28])[CH3:27])[C:20](=[O:21])[C:15]=2[C:14]=1[CH2:39]Br, predict the reaction product. The product is: [Br:12][C:13]1[N:30]([CH2:31][O:32][CH2:33][CH2:34][Si:35]([CH3:38])([CH3:37])[CH3:36])[C:16]2[CH:17]=[N:18][N:19]([CH2:22][O:23][CH2:24][CH2:25][Si:26]([CH3:29])([CH3:28])[CH3:27])[C:20](=[O:21])[C:15]=2[C:14]=1[CH2:39][O:9][CH:6]([CH3:8])[CH3:7]. (5) Given the reactants [C:1]([C:3]1[CH:8]=[CH:7][C:6]([NH:9][C:10]2[CH:19]=[CH:18][C:13]([C:14]([O:16][CH3:17])=[O:15])=[CH:12][CH:11]=2)=[C:5]([N+:20]([O-])=O)[CH:4]=1)#[N:2].O.NN.[CH:26](O)=O, predict the reaction product. The product is: [C:1]([C:3]1[CH:8]=[CH:7][C:6]2[N:9]([C:10]3[CH:19]=[CH:18][C:13]([C:14]([O:16][CH3:17])=[O:15])=[CH:12][CH:11]=3)[CH:26]=[N:20][C:5]=2[CH:4]=1)#[N:2]. (6) Given the reactants Br[C:2]1[C:3]2[C:4]3[CH:17]=[CH:16][S:15][C:5]=3[C:6](=[O:14])[NH:7][C:8]=2[CH:9]=[CH:10][C:11]=1[O:12][CH3:13].CC1(C)C(C)(C)OB([C:26]2[CH:31]=[CH:30][C:29]([C:32](=[O:34])[CH3:33])=[CH:28][CH:27]=2)O1, predict the reaction product. The product is: [C:32]([C:29]1[CH:30]=[CH:31][C:26]([C:17]2[C:4]3[C:3]4[CH:2]=[C:11]([O:12][CH3:13])[CH:10]=[CH:9][C:8]=4[NH:7][C:6](=[O:14])[C:5]=3[S:15][CH:16]=2)=[CH:27][CH:28]=1)(=[O:34])[CH3:33]. (7) The product is: [F:1][C:2]1[CH:7]=[CH:6][C:5]([C:8]2([C:14]3[N:32]=[C:31]([S:33][CH3:17])[C:30]4[C:29](=[CH:37][CH:36]=[CH:35][CH:34]=4)[N:28]=3)[CH2:13][CH2:12][O:11][CH2:10][CH2:9]2)=[CH:4][CH:3]=1. Given the reactants [F:1][C:2]1[CH:7]=[CH:6][C:5]([C:8]2([C:14](O)=O)[CH2:13][CH2:12][O:11][CH2:10][CH2:9]2)=[CH:4][CH:3]=1.[CH3:17]N(C=O)C.C(Cl)(=O)C(Cl)=O.[NH2:28][C:29]1[CH:37]=[CH:36][CH:35]=[CH:34][C:30]=1[C:31](=[S:33])[NH2:32], predict the reaction product.